The task is: Predict the reaction yield, written as a fraction of the theoretical maximum amount of product (1.0 means a 100% yield; for example, 0.34 means a 34% yield).. This data is from Reaction yield outcomes from USPTO patents with 853,638 reactions. (1) The reactants are CC1N=C(N2C(=O)N(CC3C=CC(C(F)(F)F)=CC=3)N=C2)SC=1C(O)=O.[F:27][C:28]1[CH:49]=[CH:48][C:31]([CH2:32][N:33]2[C:37](=[O:38])[N:36]([C:39]3[S:40][C:41]([C:45](O)=[O:46])=[C:42]([CH3:44])[N:43]=3)[CH:35]=[N:34]2)=[CH:30][CH:29]=1.Cl.[S:51]1[CH:55]=[CH:54][N:53]=[C:52]1[CH2:56][NH2:57]. No catalyst specified. The product is [F:27][C:28]1[CH:49]=[CH:48][C:31]([CH2:32][N:33]2[C:37](=[O:38])[N:36]([C:39]3[S:40][C:41]([C:45]([NH:57][CH2:56][C:52]4[S:51][CH:55]=[CH:54][N:53]=4)=[O:46])=[C:42]([CH3:44])[N:43]=3)[CH:35]=[N:34]2)=[CH:30][CH:29]=1. The yield is 0.660. (2) The yield is 0.750. The catalyst is CN(C=O)C.CO.[Pd]. The reactants are [N+:1]([C:4]1[CH:12]=[C:11]2[C:7]([CH2:8][CH2:9][NH:10]2)=[CH:6][CH:5]=1)([O-])=O.C(=O)([O-])O.[Na+].Br[CH2:19][C:20]([O:22][CH3:23])=[O:21]. The product is [NH2:1][C:4]1[CH:12]=[C:11]2[C:7]([CH2:8][CH2:9][N:10]2[CH2:19][C:20]([O:22][CH3:23])=[O:21])=[CH:6][CH:5]=1.